From a dataset of Forward reaction prediction with 1.9M reactions from USPTO patents (1976-2016). Predict the product of the given reaction. Given the reactants [OH:1][C:2]1[C:10]2[C:5](=[CH:6][CH:7]=[CH:8][CH:9]=2)[NH:4][C:3]=1[C:11]([O:13][CH2:14][CH3:15])=[O:12].[OH-].[K+].[CH3:18]OS(OC)(=O)=O, predict the reaction product. The product is: [CH3:18][O:1][C:2]1[C:10]2[C:5](=[CH:6][CH:7]=[CH:8][CH:9]=2)[NH:4][C:3]=1[C:11]([O:13][CH2:14][CH3:15])=[O:12].